This data is from NCI-60 drug combinations with 297,098 pairs across 59 cell lines. The task is: Regression. Given two drug SMILES strings and cell line genomic features, predict the synergy score measuring deviation from expected non-interaction effect. Drug 1: CC1=CC2C(CCC3(C2CCC3(C(=O)C)OC(=O)C)C)C4(C1=CC(=O)CC4)C. Drug 2: CC1CCCC2(C(O2)CC(NC(=O)CC(C(C(=O)C(C1O)C)(C)C)O)C(=CC3=CSC(=N3)C)C)C. Cell line: SW-620. Synergy scores: CSS=0.335, Synergy_ZIP=2.34, Synergy_Bliss=5.86, Synergy_Loewe=0.375, Synergy_HSA=3.11.